From a dataset of Forward reaction prediction with 1.9M reactions from USPTO patents (1976-2016). Predict the product of the given reaction. (1) Given the reactants [C:1]([O:5][NH:6][C:7]([C:9]1[C:18]([CH3:19])=[C:17]2[C:12]([CH:13]=[CH:14][C:15]([CH3:21])([CH3:20])[NH:16]2)=[CH:11][CH:10]=1)=[O:8])([CH3:4])([CH3:3])[CH3:2], predict the reaction product. The product is: [C:1]([O:5][NH:6][C:7]([C:9]1[C:18]([CH3:19])=[C:17]2[C:12]([CH2:13][CH2:14][C:15]([CH3:21])([CH3:20])[NH:16]2)=[CH:11][CH:10]=1)=[O:8])([CH3:4])([CH3:3])[CH3:2]. (2) The product is: [F:1][C:2]1[CH:7]=[C:6]([CH:5]=[CH:4][C:3]=1[N:12]1[CH2:17][CH2:16][CH2:15][CH2:14][CH2:13]1)[CH2:8][NH:9][C:10]([NH:28][C:23]1[CH:24]=[CH:25][CH:26]=[C:27]2[C:22]=1[CH:21]=[N:20][N:19]2[CH3:18])=[O:11]. Given the reactants [F:1][C:2]1[CH:7]=[C:6]([CH2:8][N:9]=[C:10]=[O:11])[CH:5]=[CH:4][C:3]=1[N:12]1[CH2:17][CH2:16][CH2:15][CH2:14][CH2:13]1.[CH3:18][N:19]1[C:27]2[CH:26]=[CH:25][CH:24]=[C:23]([NH2:28])[C:22]=2[CH:21]=[N:20]1.N1C2C=CC=C(N)C=2C=N1, predict the reaction product.